From a dataset of Full USPTO retrosynthesis dataset with 1.9M reactions from patents (1976-2016). Predict the reactants needed to synthesize the given product. Given the product [Br:3][C:4]1[N:9]=[C:8]([C:10]2([CH3:25])[CH2:12][N@@:11]2[S:13]([C:16]2[CH:17]=[CH:18][C:19]([N+:22]([O-:24])=[O:23])=[CH:20][CH:21]=2)(=[O:14])=[O:15])[C:7]([F:26])=[CH:6][CH:5]=1, predict the reactants needed to synthesize it. The reactants are: [F-].[K+].[Br:3][C:4]1[N:9]=[C:8]([C:10]2([CH3:25])[CH2:12][N@@:11]2[S:13]([C:16]2[CH:21]=[CH:20][C:19]([N+:22]([O-:24])=[O:23])=[CH:18][CH:17]=2)(=[O:15])=[O:14])[C:7]([F:26])=[C:6]([Si](CC)(CC)CC)[CH:5]=1.CC(O)=O.C([O-])(O)=O.[Na+].